From a dataset of Catalyst prediction with 721,799 reactions and 888 catalyst types from USPTO. Predict which catalyst facilitates the given reaction. Reactant: I[C:2]1[C:10]2[N:9]=[CH:8][NH:7][C:6]=2[CH:5]=[C:4]([C:11]2[C:12]([CH3:17])=[N:13][O:14][C:15]=2[CH3:16])[CH:3]=1.[CH3:18][C:19]1[C:20](B(O)O)=[C:21]2[C:26](=[CH:27][CH:28]=1)[N:25]=[CH:24][CH:23]=[CH:22]2.C([O-])([O-])=O.[Cs+].[Cs+]. Product: [CH3:17][C:12]1[C:11]([C:4]2[CH:3]=[C:2]([C:20]3[C:19]([CH3:18])=[CH:28][CH:27]=[C:26]4[C:21]=3[CH:22]=[CH:23][CH:24]=[N:25]4)[C:10]3[N:9]=[CH:8][NH:7][C:6]=3[CH:5]=2)=[C:15]([CH3:16])[O:14][N:13]=1. The catalyst class is: 38.